Dataset: Full USPTO retrosynthesis dataset with 1.9M reactions from patents (1976-2016). Task: Predict the reactants needed to synthesize the given product. Given the product [CH3:1][C:2]1[CH:10]=[CH:9][CH:8]=[CH:7][C:3]=1[C:4]([NH:19][CH2:18][CH:17]([N:11]1[CH2:16][CH2:15][O:14][CH2:13][CH2:12]1)[C:20]1[CH:21]=[N:22][CH:23]=[CH:24][CH:25]=1)=[O:6], predict the reactants needed to synthesize it. The reactants are: [CH3:1][C:2]1[CH:10]=[CH:9][CH:8]=[CH:7][C:3]=1[C:4]([OH:6])=O.[N:11]1([CH:17]([C:20]2[CH:21]=[N:22][CH:23]=[CH:24][CH:25]=2)[CH2:18][NH2:19])[CH2:16][CH2:15][O:14][CH2:13][CH2:12]1.